From a dataset of Reaction yield outcomes from USPTO patents with 853,638 reactions. Predict the reaction yield, written as a fraction of the theoretical maximum amount of product (1.0 means a 100% yield; for example, 0.34 means a 34% yield). (1) The reactants are [CH:1]([C:4]1[C:8]2[CH:9]=[CH:10][CH:11]=[CH:12][C:7]=2[O:6][C:5]=1[CH2:13][NH:14][CH3:15])([CH3:3])[CH3:2].[O:16]=[C:17]1[NH:26][C:25]2[N:24]=[CH:23][C:22](/[CH:27]=[CH:28]/[C:29]([OH:31])=O)=[CH:21][C:20]=2[CH2:19][CH2:18]1.ON1C2C=CC=CC=2N=N1.C(N(C(C)C)CC)(C)C. The catalyst is CN(C=O)C.O. The product is [CH:1]([C:4]1[C:8]2[CH:9]=[CH:10][CH:11]=[CH:12][C:7]=2[O:6][C:5]=1[CH2:13][N:14]([CH3:15])[C:29](=[O:31])/[CH:28]=[CH:27]/[C:22]1[CH:23]=[N:24][C:25]2[NH:26][C:17](=[O:16])[CH2:18][CH2:19][C:20]=2[CH:21]=1)([CH3:3])[CH3:2]. The yield is 0.170. (2) The reactants are [CH2:1]([N:8]1[C@@H:13]2[C@@H:14]([C:16]([O:18][C:19]([CH3:22])([CH3:21])[CH3:20])=[O:17])[CH2:15][C@@:9]1([C:24]1[CH:29]=[CH:28][CH:27]=[CH:26][CH:25]=1)[C:10](=[O:23])[CH2:11][CH2:12]2)[C:2]1[CH:7]=[CH:6][CH:5]=[CH:4][CH:3]=1.CO.[BH4-].[Na+]. The catalyst is C1COCC1. The product is [CH2:1]([N:8]1[C@@H:13]2[C@@H:14]([C:16]([O:18][C:19]([CH3:22])([CH3:21])[CH3:20])=[O:17])[CH2:15][C@@:9]1([C:24]1[CH:25]=[CH:26][CH:27]=[CH:28][CH:29]=1)[C@@H:10]([OH:23])[CH2:11][CH2:12]2)[C:2]1[CH:3]=[CH:4][CH:5]=[CH:6][CH:7]=1. The yield is 0.0800. (3) The reactants are Cl[C:2]([O:4][CH2:5][CH3:6])=O.C([N:10]([CH2:14]C)C(C)C)(C)C.[N-:16]=[N+]=[N-].[Na+].[CH2:20](O)[C:21]1[CH:26]=CC=C[CH:22]=1.[CH2:28](O)[CH3:29].O. The catalyst is CC(C)=O.C1(C)C=CC=CC=1.[OH-].[OH-].[Pd+2].O. The product is [C:21]([C:28]1[CH:29]=[C:6]([NH2:16])[C:5]([O:4][CH3:2])=[CH:14][N:10]=1)([CH3:26])([CH3:22])[CH3:20]. The yield is 0.560. (4) The reactants are F[C:2]1[N:7]=[C:6]([C:8]2[C:16]3[C:11](=[CH:12][N:13]=[C:14]([C:17]4[CH:18]=[N:19][N:20]([CH3:22])[CH:21]=4)[CH:15]=3)[N:10]([CH:23]3[CH2:28][CH2:27][CH2:26][CH2:25][O:24]3)[N:9]=2)[CH:5]=[CH:4][CH:3]=1.[NH:29]1[CH2:35][CH2:34][CH2:33][C@@H:32]([NH:36][C:37](=[O:46])[O:38][CH2:39][C:40]2[CH:45]=[CH:44][CH:43]=[CH:42][CH:41]=2)[CH2:31][CH2:30]1. No catalyst specified. The product is [CH3:22][N:20]1[CH:21]=[C:17]([C:14]2[CH:15]=[C:16]3[C:8]([C:6]4[N:7]=[C:2]([N:29]5[CH2:35][CH2:34][CH2:33][C@@H:32]([NH:36][C:37](=[O:46])[O:38][CH2:39][C:40]6[CH:41]=[CH:42][CH:43]=[CH:44][CH:45]=6)[CH2:31][CH2:30]5)[CH:3]=[CH:4][CH:5]=4)=[N:9][N:10]([CH:23]4[CH2:28][CH2:27][CH2:26][CH2:25][O:24]4)[C:11]3=[CH:12][N:13]=2)[CH:18]=[N:19]1. The yield is 0.905. (5) The reactants are [F:1][C:2]1[CH:28]=[C:27]([F:29])[CH:26]=[CH:25][C:3]=1[CH2:4][N:5]1[CH2:10][CH2:9][N:8]([C:11]2[N:12]=[C:13]3[CH2:24][CH2:23][NH:22][CH2:21][C:14]3=[N:15][C:16]=2[NH:17][CH:18]([CH3:20])[CH3:19])[CH2:7][CH2:6]1.CCN(C(C)C)C(C)C.[C:39](O[C:39](=[O:42])[CH2:40][CH3:41])(=[O:42])[CH2:40][CH3:41]. The catalyst is C(Cl)Cl. The product is [F:1][C:2]1[CH:28]=[C:27]([F:29])[CH:26]=[CH:25][C:3]=1[CH2:4][N:5]1[CH2:10][CH2:9][N:8]([C:11]2[N:12]=[C:13]3[CH2:24][CH2:23][N:22]([C:39](=[O:42])[CH2:40][CH3:41])[CH2:21][C:14]3=[N:15][C:16]=2[NH:17][CH:18]([CH3:20])[CH3:19])[CH2:7][CH2:6]1. The yield is 0.840.